This data is from Reaction yield outcomes from USPTO patents with 853,638 reactions. The task is: Predict the reaction yield, written as a fraction of the theoretical maximum amount of product (1.0 means a 100% yield; for example, 0.34 means a 34% yield). (1) The reactants are [O:1]=[C:2]1[CH:7]=[CH:6][CH:5]=[CH:4][N:3]1[C:8]1[CH:16]=[CH:15][C:11]([C:12]([OH:14])=O)=[CH:10][CH:9]=1.[CH2:17]([NH:24][C:25]([C:27]1[S:31][C:30]([NH2:32])=[N:29][C:28]=1[CH3:33])=[O:26])[C:18]1[CH:23]=[CH:22][CH:21]=[CH:20][CH:19]=1. No catalyst specified. The product is [CH2:17]([NH:24][C:25]([C:27]1[S:31][C:30]([NH:32][C:12](=[O:14])[C:11]2[CH:10]=[CH:9][C:8]([N:3]3[CH:4]=[CH:5][CH:6]=[CH:7][C:2]3=[O:1])=[CH:16][CH:15]=2)=[N:29][C:28]=1[CH3:33])=[O:26])[C:18]1[CH:23]=[CH:22][CH:21]=[CH:20][CH:19]=1. The yield is 0.580. (2) The reactants are [N:1]1([CH2:6][CH2:7][O:8][C:9]2[CH:10]=[C:11]3[C:16](=[CH:17][CH:18]=2)[CH:15]=[C:14]([C:19]2[C:27]4[C:22](=[CH:23][CH:24]=[C:25]([C:28]5[N:32]=[CH:31][N:30](C(C6C=CC=CC=6)(C6C=CC=CC=6)C6C=CC=CC=6)[N:29]=5)[CH:26]=4)[N:21](C4CCCCO4)[N:20]=2)[CH:13]=[CH:12]3)[CH2:5][CH2:4][CH2:3][CH2:2]1.Cl. The catalyst is CO. The product is [N:1]1([CH2:6][CH2:7][O:8][C:9]2[CH:10]=[C:11]3[C:16](=[CH:17][CH:18]=2)[CH:15]=[C:14]([C:19]2[C:27]4[C:22](=[CH:23][CH:24]=[C:25]([C:28]5[N:32]=[CH:31][NH:30][N:29]=5)[CH:26]=4)[NH:21][N:20]=2)[CH:13]=[CH:12]3)[CH2:5][CH2:4][CH2:3][CH2:2]1. The yield is 0.0800. (3) The reactants are [CH3:1][C:2]1[C:10]2[C:5](=[CH:6][C:7]([N+:11]([O-:13])=[O:12])=[CH:8][CH:9]=2)[NH:4][N:3]=1.F[B-](F)(F)F.[CH3:19][O+](C)C. The catalyst is CC(C)=O. The product is [CH3:19][N:3]1[C:2]([CH3:1])=[C:10]2[C:5]([CH:6]=[C:7]([N+:11]([O-:13])=[O:12])[CH:8]=[CH:9]2)=[N:4]1. The yield is 0.730.